This data is from Forward reaction prediction with 1.9M reactions from USPTO patents (1976-2016). The task is: Predict the product of the given reaction. (1) Given the reactants [NH2:1][C:2]1[CH:7]=[CH:6][C:5]([C:8]2[S:12][C:11]([C:13]3([O:17][CH2:18][C:19]([O:21]C)=[O:20])[CH2:16][CH2:15][CH2:14]3)=[N:10][CH:9]=2)=[CH:4][CH:3]=1.[CH:23]1([C:31](O)=[O:32])[C:26]2[CH:27]=[CH:28][CH:29]=[CH:30][C:25]=2[CH2:24]1.CN1CCOCC1.O.ON1C2C=CC=CC=2N=N1.Cl.C(N=C=NCCCN(C)C)C, predict the reaction product. The product is: [C:25]12[CH2:24][CH:23]([C:31]([NH:1][C:2]3[CH:7]=[CH:6][C:5]([C:8]4[S:12][C:11]([C:13]5([O:17][CH2:18][C:19]([OH:21])=[O:20])[CH2:16][CH2:15][CH2:14]5)=[N:10][CH:9]=4)=[CH:4][CH:3]=3)=[O:32])[C:26]1=[CH:27][CH:28]=[CH:29][CH:30]=2. (2) Given the reactants [CH3:1][C:2]([CH3:28])=[CH:3][CH2:4][CH2:5]/[C:6](/[CH3:27])=[CH:7]/[CH2:8][C:9]1[C:10]([OH:26])=[CH:11][CH:12]=[C:13]([C:16](/[CH:18]=[CH:19]/[C:20]2[CH:21]=[CH:22][CH:23]=[CH:24][CH:25]=2)=[O:17])[C:14]=1[OH:15].[OH-:29].[Na+], predict the reaction product. The product is: [CH3:1][C:2]([CH3:28])=[CH:3][CH2:4][CH2:5]/[C:6](/[CH3:27])=[CH:7]/[CH2:8][C:9]1[C:14]2[O:15][C@H:19]([C:20]3[CH:21]=[CH:22][C:23]([OH:29])=[CH:24][CH:25]=3)[CH2:18][C:16](=[O:17])[C:13]=2[CH:12]=[CH:11][C:10]=1[OH:26]. (3) Given the reactants [Cl:1][C:2]1[CH:3]=[C:4]([NH:16][C:17]2[C:26]3[C:21](=[CH:22][CH:23]=[CH:24][C:25]=3[O:27][CH2:28][CH2:29][NH:30][CH:31]3[CH2:34][CH2:33][CH2:32]3)[N:20]=[CH:19][N:18]=2)[CH:5]=[CH:6][C:7]=1[O:8][CH2:9][C:10]1[CH:15]=[CH:14][CH:13]=[CH:12][N:11]=1.[C:35](Cl)(=[O:37])[CH3:36], predict the reaction product. The product is: [Cl:1][C:2]1[CH:3]=[C:4]([NH:16][C:17]2[C:26]3[C:21](=[CH:22][CH:23]=[CH:24][C:25]=3[O:27][CH2:28][CH2:29][N:30]([CH:31]3[CH2:34][CH2:33][CH2:32]3)[C:35](=[O:37])[CH3:36])[N:20]=[CH:19][N:18]=2)[CH:5]=[CH:6][C:7]=1[O:8][CH2:9][C:10]1[CH:15]=[CH:14][CH:13]=[CH:12][N:11]=1. (4) The product is: [CH2:1]([O:8][C:9]1[C:10](=[O:16])[CH:11]=[C:12]([CH3:15])[N:17]([C:18]2[CH:19]=[C:20]([C:24]3[CH:25]=[CH:26][CH:27]=[CH:28][CH:29]=3)[CH:21]=[CH:22][CH:23]=2)[CH:14]=1)[C:2]1[CH:3]=[CH:4][CH:5]=[CH:6][CH:7]=1. Given the reactants [CH2:1]([O:8][C:9]1[C:10](=[O:16])[CH:11]=[C:12]([CH3:15])O[CH:14]=1)[C:2]1[CH:7]=[CH:6][CH:5]=[CH:4][CH:3]=1.[NH2:17][C:18]1[CH:19]=[C:20]([C:24]2[CH:29]=[CH:28][CH:27]=[CH:26][CH:25]=2)[CH:21]=[CH:22][CH:23]=1, predict the reaction product.